From a dataset of Full USPTO retrosynthesis dataset with 1.9M reactions from patents (1976-2016). Predict the reactants needed to synthesize the given product. (1) Given the product [CH:46]([OH:47])=[O:61].[C:1]([C:5]1[CH:9]=[C:8]([NH:10][C:11]([NH:13][C@@H:14]2[C:23]3[C:18](=[CH:19][CH:20]=[CH:21][CH:22]=3)[C@H:17]([O:24][C:25]3[CH:26]=[CH:27][C:28]4[N:29]([C:31]([N:34]5[CH2:39][CH2:38][O:37][CH2:36][C@@H:35]5[CH3:40])=[N:32][N:33]=4)[CH:30]=3)[CH2:16][CH2:15]2)=[O:12])[N:7]([C:41]2[CH:54]=[CH:53][CH:52]=[C:43]([O:44][CH2:45][CH2:46][N:56]([CH3:57])[CH3:55])[CH:42]=2)[N:6]=1)([CH3:3])([CH3:2])[CH3:4], predict the reactants needed to synthesize it. The reactants are: [C:1]([C:5]1[CH:9]=[C:8]([NH:10][C:11]([NH:13][C@@H:14]2[C:23]3[C:18](=[CH:19][CH:20]=[CH:21][CH:22]=3)[C@H:17]([O:24][C:25]3[CH:26]=[CH:27][C:28]4[N:29]([C:31]([N:34]5[CH2:39][CH2:38][O:37][CH2:36][C@@H:35]5[CH3:40])=[N:32][N:33]=4)[CH:30]=3)[CH2:16][CH2:15]2)=[O:12])[N:7]([C:41]2[CH:42]=[C:43]([CH:52]=[CH:53][CH:54]=2)[O:44][CH2:45][CH2:46][O:47]S(C)(=O)=O)[N:6]=1)([CH3:4])([CH3:3])[CH3:2].[CH3:55][NH:56][CH3:57].C1C[O:61]CC1. (2) Given the product [CH:1]1([C:6]2[CH:32]=[CH:31][C:9]([CH2:10][O:11][C:12]3[CH:13]=[C:14]4[C:18](=[CH:19][CH:20]=3)[N:17]3[CH2:21][CH2:22][CH2:23][CH:24]([CH2:25][C:26]([OH:28])=[O:27])[C:16]3=[CH:15]4)=[CH:8][C:7]=2[C:33]([F:36])([F:34])[F:35])[CH2:5][CH2:4][CH2:3][CH2:2]1, predict the reactants needed to synthesize it. The reactants are: [CH:1]1([C:6]2[CH:32]=[CH:31][C:9]([CH2:10][O:11][C:12]3[CH:13]=[C:14]4[C:18](=[CH:19][CH:20]=3)[N:17]3[CH2:21][CH2:22][CH2:23][CH:24]([CH2:25][C:26]([O:28]CC)=[O:27])[C:16]3=[CH:15]4)=[CH:8][C:7]=2[C:33]([F:36])([F:35])[F:34])[CH2:5][CH2:4][CH2:3][CH2:2]1.[Li+].[OH-]. (3) Given the product [CH2:1]([O:4][N:5]=[C:6]1[CH2:10][N:9]([C:11]([NH:29][C:21](=[O:28])[C:22]2[CH:23]=[CH:24][CH:25]=[CH:26][CH:27]=2)=[O:13])[C@H:8]([C:18]([NH:47][C:43]2[CH:44]=[CH:45][C:46]3[N:34]([CH2:32][CH3:33])[C:35]4[C:40]([C:41]=3[CH:42]=2)=[CH:39][CH:38]=[CH:37][CH:36]=4)=[O:20])[CH2:7]1)[CH:2]=[CH2:3], predict the reactants needed to synthesize it. The reactants are: [CH2:1]([O:4][N:5]=[C:6]1[CH2:10][N:9]([C:11]([O:13]C(C)(C)C)=O)[C@H:8]([C:18]([OH:20])=O)[CH2:7]1)[CH:2]=[CH2:3].[C:21]([N:29]=C=O)(=[O:28])[C:22]1[CH:27]=[CH:26][CH:25]=[CH:24][CH:23]=1.[CH2:32]([N:34]1[C:46]2[CH:45]=[CH:44][C:43]([NH2:47])=[CH:42][C:41]=2[C:40]2[C:35]1=[CH:36][CH:37]=[CH:38][CH:39]=2)[CH3:33]. (4) Given the product [F:17][C:18]1[CH:23]=[C:22]([F:24])[CH:21]=[CH:20][C:19]=1[C:2]1[CH:7]=[C:6]([N+:8]([O-:10])=[O:9])[CH:5]=[C:4]([NH:11][C:12](=[O:14])[CH3:13])[CH:3]=1, predict the reactants needed to synthesize it. The reactants are: Br[C:2]1[CH:3]=[C:4]([NH:11][C:12](=[O:14])[CH3:13])[CH:5]=[C:6]([N+:8]([O-:10])=[O:9])[CH:7]=1.N#N.[F:17][C:18]1[CH:23]=[C:22]([F:24])[CH:21]=[CH:20][C:19]=1B(O)O.C(=O)([O-])[O-].[Na+].[Na+].